This data is from Catalyst prediction with 721,799 reactions and 888 catalyst types from USPTO. The task is: Predict which catalyst facilitates the given reaction. Reactant: Cl.[F:2][C:3]([F:34])([F:33])[O:4][C:5]1[CH:10]=[CH:9][CH:8]=[CH:7][C:6]=1[CH2:11][CH2:12][NH:13][CH2:14][CH2:15][CH2:16][CH2:17][C:18]([C:20]1[CH:21]=[C:22]([S:29]([NH2:32])(=[O:31])=[O:30])[C:23]2[O:27][CH2:26][CH2:25][C:24]=2[CH:28]=1)=[O:19]. Product: [F:34][C:3]([F:2])([F:33])[O:4][C:5]1[CH:10]=[CH:9][CH:8]=[CH:7][C:6]=1[CH2:11][CH2:12][NH:13][CH2:14][CH2:15][CH2:16][CH2:17][C:18]([C:20]1[CH:21]=[C:22]([S:29]([NH2:32])(=[O:30])=[O:31])[C:23]2[O:27][CH2:26][CH2:25][C:24]=2[CH:28]=1)=[O:19]. The catalyst class is: 74.